From a dataset of Reaction yield outcomes from USPTO patents with 853,638 reactions. Predict the reaction yield, written as a fraction of the theoretical maximum amount of product (1.0 means a 100% yield; for example, 0.34 means a 34% yield). (1) The reactants are C[O:2][C:3]([C:5]1([NH2:11])[CH2:10][CH2:9][CH2:8][CH2:7][CH2:6]1)=[O:4].[C:12](OC(OC(C)(C)C)=O)(OC(C)(C)C)=[O:13].C(N(CC)CC)C.[S:34]1[CH2:38][CH2:37][NH:36][CH2:35]1. The catalyst is C(Cl)Cl. The product is [S:34]1[CH2:38][CH2:37][N:36]([C:12]([NH:11][C:5]2([C:3]([OH:2])=[O:4])[CH2:10][CH2:9][CH2:8][CH2:7][CH2:6]2)=[O:13])[CH2:35]1. The yield is 0.660. (2) The reactants are [C:1]([NH:9][CH2:10][C:11]1[N:12]=[C:13]([N:16]2[CH2:19][CH:18](OS(C)(=O)=O)[CH2:17]2)[S:14][CH:15]=1)(=[O:8])[C:2]1[CH:7]=[CH:6][CH:5]=[CH:4][CH:3]=1.[C:25]([O-:28])(=[S:27])[CH3:26].[K+].C(OCC)(=O)C. The catalyst is CN(C)C=O. The product is [C:25]([S:27][CH:18]1[CH2:17][N:16]([C:13]2[S:14][CH:15]=[C:11]([CH2:10][NH:9][C:1](=[O:8])[C:2]3[CH:3]=[CH:4][CH:5]=[CH:6][CH:7]=3)[N:12]=2)[CH2:19]1)(=[O:28])[CH3:26]. The yield is 1.00. (3) The reactants are Cl[C:2]1[N:7]=[C:6]([O:8][CH3:9])[N:5]=[C:4]([NH:10][C:11]2[CH:16]=[CH:15][C:14]([N:17]3[CH:21]=[C:20]([CH3:22])[N:19]=[CH:18]3)=[C:13]([O:23][CH3:24])[CH:12]=2)[N:3]=1.C(N(CC)CC)C.[C:32]([O:35][CH2:36]C)(=[O:34])C. The catalyst is CO.ClCCl.[Pd].[Pd].C(=CC(C=CC1C=CC=CC=1)=O)C1C=CC=CC=1.C(=CC(C=CC1C=CC=CC=1)=O)C1C=CC=CC=1.C(=CC(C=CC1C=CC=CC=1)=O)C1C=CC=CC=1. The product is [CH3:36][O:35][C:32]([C:2]1[N:7]=[C:6]([O:8][CH3:9])[N:5]=[C:4]([NH:10][C:11]2[CH:16]=[CH:15][C:14]([N:17]3[CH:21]=[C:20]([CH3:22])[N:19]=[CH:18]3)=[C:13]([O:23][CH3:24])[CH:12]=2)[N:3]=1)=[O:34]. The yield is 0.550.